This data is from Forward reaction prediction with 1.9M reactions from USPTO patents (1976-2016). The task is: Predict the product of the given reaction. (1) Given the reactants [Br:1][C:2]1[CH:9]=[C:8](F)[CH:7]=[CH:6][C:3]=1[C:4]#[N:5].COC1C=C(C=C(OC)C=1OC)C[NH2:17].FC(F)(F)C(O)=O, predict the reaction product. The product is: [NH2:17][C:8]1[CH:7]=[CH:6][C:3]([C:4]#[N:5])=[C:2]([Br:1])[CH:9]=1. (2) Given the reactants C(O[C:4](=[O:22])[CH2:5][N:6]1[CH2:10][C@H:9]([O:11][CH3:12])[C@@H:8]([NH:13][C:14]([C:16]2[S:17][C:18]([Cl:21])=[CH:19][CH:20]=2)=[O:15])[CH2:7]1)C.[NH2:23][C:24]1[CH:29]=[CH:28][C:27]([N:30]2[CH2:35][CH2:34][O:33][CH2:32][C:31]2=[O:36])=[CH:26][C:25]=1[F:37], predict the reaction product. The product is: [F:37][C:25]1[CH:26]=[C:27]([N:30]2[CH2:35][CH2:34][O:33][CH2:32][C:31]2=[O:36])[CH:28]=[CH:29][C:24]=1[NH:23][C:4]([CH2:5][N:6]1[CH2:10][C@H:9]([O:11][CH3:12])[C@@H:8]([NH:13][C:14]([C:16]2[S:17][C:18]([Cl:21])=[CH:19][CH:20]=2)=[O:15])[CH2:7]1)=[O:22]. (3) Given the reactants [CH2:1]([O:3][C:4]([C:6]1[C:14]2[C:9](=[CH:10][CH:11]=[C:12]([OH:15])[CH:13]=2)[N:8]([C:16]2[CH:21]=[CH:20][C:19]([O:22][CH:23]([CH3:25])[CH3:24])=[CH:18][CH:17]=2)[C:7]=1[CH2:26][C:27]([O:29][CH2:30][CH3:31])=[O:28])=[O:5])[CH3:2].[C:32]([C:36]1[CH:41]=[CH:40][C:39](B(O)O)=[CH:38][CH:37]=1)([CH3:35])([CH3:34])[CH3:33], predict the reaction product. The product is: [CH2:1]([O:3][C:4]([C:6]1[C:14]2[C:9](=[CH:10][CH:11]=[C:12]([O:15][C:39]3[CH:40]=[CH:41][C:36]([C:32]([CH3:35])([CH3:34])[CH3:33])=[CH:37][CH:38]=3)[CH:13]=2)[N:8]([C:16]2[CH:21]=[CH:20][C:19]([O:22][CH:23]([CH3:24])[CH3:25])=[CH:18][CH:17]=2)[C:7]=1[CH2:26][C:27]([O:29][CH2:30][CH3:31])=[O:28])=[O:5])[CH3:2]. (4) The product is: [NH:1]1[C:9]2[C:4](=[CH:5][C:6]([NH:10][C:11]3[C:12]4[C:19]5[CH2:20][CH2:21][CH:22]([C:24]([O:26][CH3:28])=[O:25])[CH2:23][C:18]=5[S:17][C:13]=4[N:14]=[CH:15][N:16]=3)=[CH:7][CH:8]=2)[CH:3]=[N:2]1. Given the reactants [NH:1]1[C:9]2[C:4](=[CH:5][C:6]([NH:10][C:11]3[C:12]4[C:19]5[CH2:20][CH2:21][CH:22]([C:24]([OH:26])=[O:25])[CH2:23][C:18]=5[S:17][C:13]=4[N:14]=[CH:15][N:16]=3)=[CH:7][CH:8]=2)[CH:3]=[N:2]1.O1CCC[CH2:28]1.C(N(C(C)C)C(C)C)C.[N+](=C)=[N-], predict the reaction product.